Dataset: Catalyst prediction with 721,799 reactions and 888 catalyst types from USPTO. Task: Predict which catalyst facilitates the given reaction. (1) Reactant: C([O:3][C:4]([CH:6]1[CH2:11][CH2:10][CH:9]([NH:12][C:13]2[N:18]=[C:17]([N:19]3[C:27]4[C:22](=[C:23]([O:28][CH2:29][CH2:30][CH2:31][S:32]([CH3:35])(=[O:34])=[O:33])[CH:24]=[CH:25][CH:26]=4)[CH:21]=[CH:20]3)[CH:16]=[CH:15][N:14]=2)[CH2:8][CH2:7]1)=[O:5])C.O[Li].O. Product: [CH3:35][S:32]([CH2:31][CH2:30][CH2:29][O:28][C:23]1[CH:24]=[CH:25][CH:26]=[C:27]2[C:22]=1[CH:21]=[CH:20][N:19]2[C:17]1[CH:16]=[CH:15][N:14]=[C:13]([NH:12][CH:9]2[CH2:10][CH2:11][CH:6]([C:4]([OH:5])=[O:3])[CH2:7][CH2:8]2)[N:18]=1)(=[O:34])=[O:33]. The catalyst class is: 87. (2) Reactant: Cl.CN(C)CCCN=C=NCC.O.ON1C2C=CC=CC=2N=N1.[C:24]([C:28]1[CH:29]=[CH:30][C:31]([O:48][CH3:49])=[C:32]([CH:47]=1)[CH2:33][N:34]1[C:42]2[C:37](=[CH:38][C:39]([Cl:43])=[CH:40][CH:41]=2)[CH:36]=[C:35]1[C:44](O)=[O:45])([CH3:27])([CH3:26])[CH3:25].[NH2:50][CH2:51][C:52]([CH3:56])([CH3:55])[CH2:53][OH:54]. Product: [OH:54][CH2:53][C:52]([CH3:56])([CH3:55])[CH2:51][NH:50][C:44]([C:35]1[N:34]([CH2:33][C:32]2[CH:47]=[C:28]([C:24]([CH3:27])([CH3:25])[CH3:26])[CH:29]=[CH:30][C:31]=2[O:48][CH3:49])[C:42]2[C:37]([CH:36]=1)=[CH:38][C:39]([Cl:43])=[CH:40][CH:41]=2)=[O:45]. The catalyst class is: 34. (3) Reactant: [C:1]([C:4]1[CH:5]=[C:6]([C@:11]([NH:30][C:31]([NH:33][CH2:34][C:35]([F:38])([F:37])[F:36])=[O:32])([C:19]2[CH:24]=[CH:23][C:22]([F:25])=[C:21]([C:26]([F:29])([F:28])[F:27])[CH:20]=2)[CH2:12][C:13]2[CH:18]=[CH:17][CH:16]=[CH:15][CH:14]=2)[CH:7]=[C:8]([F:10])[CH:9]=1)(=[O:3])[CH3:2].[CH3:39][Li]. Product: [F:25][C:22]1[CH:23]=[CH:24][C:19]([C@@:11]([NH:30][C:31]([NH:33][CH2:34][C:35]([F:38])([F:36])[F:37])=[O:32])([C:6]2[CH:5]=[C:4]([C:1]([OH:3])([CH3:39])[CH3:2])[CH:9]=[C:8]([F:10])[CH:7]=2)[CH2:12][C:13]2[CH:14]=[CH:15][CH:16]=[CH:17][CH:18]=2)=[CH:20][C:21]=1[C:26]([F:27])([F:28])[F:29]. The catalyst class is: 1. (4) Reactant: Br[CH:2]=[C:3]([C:5]1[CH:10]=[C:9]([Cl:11])[CH:8]=[C:7]([Cl:12])[CH:6]=1)[CH3:4].P([O-])([O-])([O-])=O.[K+].[K+].[K+].N1CCC[C@H]1C(O)=O.[CH3:29][N:30]1[CH2:43][CH2:42][C:33]2[NH:34][C:35]3[CH:36]=[CH:37][C:38]([CH3:41])=[CH:39][C:40]=3[C:32]=2[CH2:31]1. Product: [Cl:12][C:7]1[CH:6]=[C:5](/[C:3](/[CH3:4])=[CH:2]/[N:34]2[C:35]3[CH:36]=[CH:37][C:38]([CH3:41])=[CH:39][C:40]=3[C:32]3[CH2:31][N:30]([CH3:29])[CH2:43][CH2:42][C:33]2=3)[CH:10]=[C:9]([Cl:11])[CH:8]=1. The catalyst class is: 122. (5) Reactant: [C:1]([C:5]1[O:9][N:8]=[C:7]([NH:10][C:11]([NH:13][C:14]2[CH:19]=[C:18]([OH:20])[CH:17]=[CH:16][C:15]=2[F:21])=[O:12])[CH:6]=1)([CH3:4])([CH3:3])[CH3:2].Cl[C:23]1[C:32]2[C:27](=[CH:28][C:29]([O:35][CH3:36])=[C:30]([O:33][CH3:34])[CH:31]=2)[N:26]=[CH:25][N:24]=1.C(=O)([O-])[O-].[K+].[K+].O. Product: [C:1]([C:5]1[O:9][N:8]=[C:7]([NH:10][C:11]([NH:13][C:14]2[CH:19]=[C:18]([O:20][C:23]3[C:32]4[C:27](=[CH:28][C:29]([O:35][CH3:36])=[C:30]([O:33][CH3:34])[CH:31]=4)[N:26]=[CH:25][N:24]=3)[CH:17]=[CH:16][C:15]=2[F:21])=[O:12])[CH:6]=1)([CH3:4])([CH3:2])[CH3:3]. The catalyst class is: 3.